Dataset: Forward reaction prediction with 1.9M reactions from USPTO patents (1976-2016). Task: Predict the product of the given reaction. (1) Given the reactants [CH3:1][O:2][C:3]1[CH:8]=[CH:7][C:6]([S:9][CH2:10][CH2:11][CH2:12][C:13]([OH:15])=O)=[CH:5][CH:4]=1.[CH3:16][O:17][C:18]1[CH:26]=[CH:25][CH:24]=[CH:23][C:19]=1[CH2:20][NH:21][CH3:22], predict the reaction product. The product is: [CH3:16][O:17][C:18]1[CH:26]=[CH:25][CH:24]=[CH:23][C:19]=1[CH2:20][N:21]([CH3:22])[C:13](=[O:15])[CH2:12][CH2:11][CH2:10][S:9][C:6]1[CH:5]=[CH:4][C:3]([O:2][CH3:1])=[CH:8][CH:7]=1. (2) The product is: [Cl:1][C:2]1[N:10]=[C:9]2[C:5]([N:6]=[C:7]([CH2:13][N:14]3[CH2:15][CH2:16][N:17]([CH:20]4[CH2:24][CH2:37][O:32][CH2:33][CH2:25]4)[CH2:18][CH2:19]3)[N:8]2[CH2:11][CH3:12])=[C:4]([N:26]2[CH2:27][CH2:28][O:29][CH2:30][CH2:31]2)[N:3]=1. Given the reactants [Cl:1][C:2]1[N:10]=[C:9]2[C:5]([N:6]=[C:7]([CH2:13][N:14]3[CH2:19][CH2:18][N:17]([C:20]([CH3:25])([CH3:24])C(N)=O)[CH2:16][CH2:15]3)[N:8]2[CH2:11][CH3:12])=[C:4]([N:26]2[CH2:31][CH2:30][O:29][CH2:28][CH2:27]2)[N:3]=1.[O:32]1[CH2:37]CC(N2CCNCC2)C[CH2:33]1, predict the reaction product. (3) Given the reactants C[O:2][C:3](=[O:31])[CH2:4][O:5][C:6]1[CH:11]=[CH:10][C:9]([O:12][CH2:13][CH2:14][C:15]2[S:16][CH:17]=[C:18]([C:20]3[CH:25]=[CH:24][C:23]([C:26]([F:29])([F:28])[F:27])=[CH:22][CH:21]=3)[N:19]=2)=[CH:8][C:7]=1[CH3:30].C1COCC1.[Li+].[OH-].Cl, predict the reaction product. The product is: [CH3:30][C:7]1[CH:8]=[C:9]([O:12][CH2:13][CH2:14][C:15]2[S:16][CH:17]=[C:18]([C:20]3[CH:25]=[CH:24][C:23]([C:26]([F:28])([F:27])[F:29])=[CH:22][CH:21]=3)[N:19]=2)[CH:10]=[CH:11][C:6]=1[O:5][CH2:4][C:3]([OH:31])=[O:2]. (4) Given the reactants Cl.[NH:2]([C:4]1[C:5]([NH2:13])=[N:6][C:7]2[C:8](=[N:10][O:11][N:12]=2)[N:9]=1)[NH2:3].[C:14]1([C:20]2[O:24][C:23]([CH:25]=O)=[CH:22][CH:21]=2)[CH:19]=[CH:18][CH:17]=[CH:16][CH:15]=1, predict the reaction product. The product is: [C:14]1([C:20]2[O:24][C:23]([CH:25]=[N:3][NH:2][C:4]3[C:5]([NH2:13])=[N:6][C:7]4[C:8](=[N:10][O:11][N:12]=4)[N:9]=3)=[CH:22][CH:21]=2)[CH:19]=[CH:18][CH:17]=[CH:16][CH:15]=1. (5) Given the reactants [CH3:1][C:2]([O:5][C:6]([N:8]1[CH2:17][CH2:16][C:15]2[C:10](=[CH:11][CH:12]=[C:13]([C:18]([OH:20])=O)[CH:14]=2)[CH2:9]1)=[O:7])([CH3:4])[CH3:3].CN(C(ON1N=NC2C=CC=NC1=2)=[N+](C)C)C.F[P-](F)(F)(F)(F)F.CCN(C(C)C)C(C)C.[Cl:54][C:55]1[CH:60]=[CH:59][CH:58]=[CH:57][C:56]=1[O:61][CH2:62][C:63]1[S:67][C:66]([NH2:68])=[N:65][N:64]=1, predict the reaction product. The product is: [Cl:54][C:55]1[CH:60]=[CH:59][CH:58]=[CH:57][C:56]=1[O:61][CH2:62][C:63]1[S:67][C:66]([NH:68][C:18]([C:13]2[CH:14]=[C:15]3[C:10](=[CH:11][CH:12]=2)[CH2:9][N:8]([C:6]([O:5][C:2]([CH3:3])([CH3:1])[CH3:4])=[O:7])[CH2:17][CH2:16]3)=[O:20])=[N:65][N:64]=1. (6) Given the reactants [CH2:1]([N:8]1[CH:13]=[CH:12][C:11]([C:14]([O:16]CC2C=CC=CC=2)=[O:15])=[CH:10][C:9]1=[O:24])[C:2]1[CH:7]=[CH:6][CH:5]=[CH:4][CH:3]=1.[OH-].[Na+].Cl, predict the reaction product. The product is: [CH2:1]([N:8]1[CH:13]=[CH:12][C:11]([C:14]([OH:16])=[O:15])=[CH:10][C:9]1=[O:24])[C:2]1[CH:3]=[CH:4][CH:5]=[CH:6][CH:7]=1. (7) The product is: [C:1]12([CH2:11][O:12][C:13]3[C:21]([CH2:22][CH3:23])=[CH:20][C:16]([C:17]([OH:19])=[O:18])=[C:15]([F:24])[CH:14]=3)[CH2:8][CH:7]3[CH2:6][CH:5]([CH2:4][CH:3]([CH2:9]3)[CH2:2]1)[CH2:10]2. Given the reactants [C:1]12([CH2:11][O:12][C:13]3[C:21]([CH:22]=[CH2:23])=[CH:20][C:16]([C:17]([OH:19])=[O:18])=[C:15]([F:24])[CH:14]=3)[CH2:10][CH:5]3[CH2:6][CH:7]([CH2:9][CH:3]([CH2:4]3)[CH2:2]1)[CH2:8]2.[H][H], predict the reaction product.